From a dataset of Forward reaction prediction with 1.9M reactions from USPTO patents (1976-2016). Predict the product of the given reaction. (1) Given the reactants CN([C:4]([O:8][N:9]1N=[N:16][C:11]2[CH:12]=[CH:13][CH:14]=[N:15][C:10]1=2)=[N+](C)C)C.F[P-](F)(F)(F)(F)F.[F:25][C:26]1[CH:31]=[CH:30][C:29]([C:32]2[O:55][C:35]3=[N:36][C:37]([NH:49][CH2:50][C:51]([F:54])([F:53])[F:52])=[C:38]([C:40]4[CH:41]=[C:42]([CH:46]=[CH:47][CH:48]=4)[C:43]([OH:45])=O)[CH:39]=[C:34]3[C:33]=2[C:56](=[O:59])[NH:57][CH3:58])=[CH:28][CH:27]=1.C(N(C(C)C)C(C)C)C.Cl.O1C=NC(C2(N)CCC2)=N1, predict the reaction product. The product is: [O:8]1[CH:4]=[N:15][C:10]([C:11]2([NH:16][C:43]([C:42]3[CH:41]=[C:40]([C:38]4[CH:39]=[C:34]5[C:33]([C:56]([NH:57][CH3:58])=[O:59])=[C:32]([C:29]6[CH:28]=[CH:27][C:26]([F:25])=[CH:31][CH:30]=6)[O:55][C:35]5=[N:36][C:37]=4[NH:49][CH2:50][C:51]([F:54])([F:53])[F:52])[CH:48]=[CH:47][CH:46]=3)=[O:45])[CH2:12][CH2:13][CH2:14]2)=[N:9]1. (2) Given the reactants [C:1]([C:3]1[CH:11]=[CH:10][C:6]([C:7]([OH:9])=O)=[CH:5][CH:4]=1)#[N:2].CN(C(ON1N=NC2C=CC=CC1=2)=[N+](C)C)C.[B-](F)(F)(F)F.C(N(CC)C(C)C)(C)C.[CH3:43][NH:44][CH:45]1[CH2:50][CH2:49][N:48]([CH3:51])[CH2:47][CH2:46]1, predict the reaction product. The product is: [C:1]([C:3]1[CH:4]=[CH:5][C:6]([C:7]([N:44]([CH3:43])[CH:45]2[CH2:50][CH2:49][N:48]([CH3:51])[CH2:47][CH2:46]2)=[O:9])=[CH:10][CH:11]=1)#[N:2]. (3) Given the reactants [OH:1][C:2]1[CH:3]=[CH:4][C:5]2[N:9]3[CH2:10][CH2:11][CH:12]([CH2:13][C:14]([O:16][CH2:17][CH3:18])=[O:15])[C:8]3=[N:7][C:6]=2[CH:19]=1.C(=O)([O-])[O-].[Cs+].[Cs+].Cl[CH2:27][C:28]1[CH:33]=[CH:32][C:31]([CH:34]2[CH2:38][CH2:37][CH2:36][CH2:35]2)=[C:30]([C:39]([F:42])([F:41])[F:40])[CH:29]=1, predict the reaction product. The product is: [CH:34]1([C:31]2[CH:32]=[CH:33][C:28]([CH2:27][O:1][C:2]3[CH:3]=[CH:4][C:5]4[N:9]5[CH2:10][CH2:11][CH:12]([CH2:13][C:14]([O:16][CH2:17][CH3:18])=[O:15])[C:8]5=[N:7][C:6]=4[CH:19]=3)=[CH:29][C:30]=2[C:39]([F:40])([F:41])[F:42])[CH2:35][CH2:36][CH2:37][CH2:38]1. (4) Given the reactants [O:1]1[C:5]2[CH:6]=[CH:7][C:8]([C:10]3[NH:14][C:13]([C:15]4([CH2:29][CH2:30][O:31]CC5C=CC=CC=5)[CH2:20][CH2:19][CH:18]([O:21][Si:22]([C:25]([CH3:28])([CH3:27])[CH3:26])([CH3:24])[CH3:23])[CH2:17][CH2:16]4)=[N:12][C:11]=3[C:39]3[CH:44]=[CH:43][CH:42]=[C:41]([CH3:45])[N:40]=3)=[CH:9][C:4]=2[O:3][CH2:2]1, predict the reaction product. The product is: [O:1]1[C:5]2[CH:6]=[CH:7][C:8]([C:10]3[NH:14][C:13]([C:15]4([CH2:29][CH2:30][OH:31])[CH2:16][CH2:17][CH:18]([O:21][Si:22]([C:25]([CH3:28])([CH3:27])[CH3:26])([CH3:23])[CH3:24])[CH2:19][CH2:20]4)=[N:12][C:11]=3[C:39]3[CH:44]=[CH:43][CH:42]=[C:41]([CH3:45])[N:40]=3)=[CH:9][C:4]=2[O:3][CH2:2]1. (5) Given the reactants [C:1]([O:4][C:5]1[CH:10]=[CH:9][C:8]([CH2:11][OH:12])=[CH:7][CH:6]=1)(=[O:3])[CH3:2].[CH2:13]([CH2:15][NH2:16])[OH:14].C(N(CC)CC)C.[C:24](OCC)(=[O:26])C, predict the reaction product. The product is: [OH:14][CH2:13][CH2:15][NH:16][C:24](=[O:26])[O:12][CH2:11][C:8]1[CH:9]=[CH:10][C:5]([O:4][C:1](=[O:3])[CH3:2])=[CH:6][CH:7]=1. (6) Given the reactants FC(F)(F)S(O[C:7]1[CH:15]=[C:14]2[C:10]([C:11]([C:26](=[O:37])[NH:27][CH2:28][C:29]3[CH:34]=[CH:33][C:32]([F:35])=[C:31]([F:36])[CH:30]=3)=[C:12]([CH:23]([CH3:25])[CH3:24])[N:13]2[CH2:16][C:17]2[CH:22]=[CH:21][CH:20]=[CH:19][N:18]=2)=[CH:9][CH:8]=1)(=O)=O.[NH:40]1[CH2:45][CH2:44][O:43][CH2:42][CH2:41]1.[Li]N([Si](C)(C)C)[Si](C)(C)C.CC(C1C=C(C(C)C)C(C2C=CC=CC=2P(C2CCCCC2)C2CCCCC2)=C(C(C)C)C=1)C, predict the reaction product. The product is: [F:36][C:31]1[CH:30]=[C:29]([CH:34]=[CH:33][C:32]=1[F:35])[CH2:28][NH:27][C:26]([C:11]1[C:10]2[C:14](=[CH:15][C:7]([N:40]3[CH2:45][CH2:44][O:43][CH2:42][CH2:41]3)=[CH:8][CH:9]=2)[N:13]([CH2:16][C:17]2[CH:22]=[CH:21][CH:20]=[CH:19][N:18]=2)[C:12]=1[CH:23]([CH3:24])[CH3:25])=[O:37].